From a dataset of Reaction yield outcomes from USPTO patents with 853,638 reactions. Predict the reaction yield, written as a fraction of the theoretical maximum amount of product (1.0 means a 100% yield; for example, 0.34 means a 34% yield). (1) The product is [Cl:1][C:2]1[CH:10]=[C:9]2[C:5]([C:6]3([C@@H:15]([C:16]4[CH:21]=[CH:20][N:19]=[C:18]([Cl:22])[C:17]=4[F:23])[C@H:14]([C:24]([OH:26])=[O:25])[NH:13][C:12]43[CH2:46][CH2:45][C:44]([CH3:48])([CH3:47])[CH2:43][CH2:42]4)[C:7](=[O:11])[NH:8]2)=[CH:4][CH:3]=1. The reactants are [Cl:1][C:2]1[CH:10]=[C:9]2[C:5]([C:6]3([C@@H:15]([C:16]4[CH:21]=[CH:20][N:19]=[C:18]([Cl:22])[C:17]=4[F:23])[C@H:14]([C:24]([OH:26])=[O:25])[N:13]([C@H](C4C=CC=CC=4)[C@@H](O)C4C=CC=CC=4)[C:12]43[CH2:46][CH2:45][C:44]([CH3:48])([CH3:47])[CH2:43][CH2:42]4)[C:7](=[O:11])[NH:8]2)=[CH:4][CH:3]=1.[N+]([O-])([O-])=O.[NH4+].[NH4+].[Ce+4].[N+]([O-])([O-])=O.[N+]([O-])([O-])=O.[N+]([O-])([O-])=O.[N+]([O-])([O-])=O.[N+]([O-])([O-])=O.C(=O)([O-])[O-].[K+].[K+]. The yield is 0.330. The catalyst is CO.O. (2) The reactants are [CH2:1]([O:3][C:4](=[O:18])[C:5](=O)[CH2:6][C:7]([C:9]1[CH:14]=[CH:13][C:12]([F:15])=[C:11]([Cl:16])[CH:10]=1)=[O:8])[CH3:2].[NH2:19]O.Cl. The catalyst is CCO. The product is [CH2:1]([O:3][C:4]([C:5]1[CH:6]=[C:7]([C:9]2[CH:14]=[CH:13][C:12]([F:15])=[C:11]([Cl:16])[CH:10]=2)[O:8][N:19]=1)=[O:18])[CH3:2]. The yield is 0.808. (3) The reactants are [NH2:1][C:2]1[CH:3]=[CH:4][C:5]([F:8])=[N:6][CH:7]=1.C([Li])CCC.Cl[C:15]1[N:20]=[C:19]([N:21]2[CH2:26][CH2:25][O:24][CH2:23][CH2:22]2)[N:18]=[C:17]([N:27]2[C:31]3[CH:32]=[CH:33][CH:34]=[C:35]([O:36][CH3:37])[C:30]=3[N:29]=[C:28]2[CH:38]([F:40])[F:39])[N:16]=1. The catalyst is C1COCC1.C(O)(=O)C.O. The product is [F:40][CH:38]([F:39])[C:28]1[N:27]([C:17]2[N:18]=[C:19]([N:21]3[CH2:26][CH2:25][O:24][CH2:23][CH2:22]3)[N:20]=[C:15]([NH:1][C:2]3[CH:7]=[N:6][C:5]([F:8])=[CH:4][CH:3]=3)[N:16]=2)[C:31]2[CH:32]=[CH:33][CH:34]=[C:35]([O:36][CH3:37])[C:30]=2[N:29]=1. The yield is 0.400. (4) The reactants are [NH2:1][CH:2]1[N:8]=[C:7]([C:9]2[CH:14]=[CH:13][CH:12]=[CH:11][CH:10]=2)[C:6]2[CH:15]=[CH:16][CH:17]=[CH:18][C:5]=2[N:4]([CH2:19][C:20]([F:23])([F:22])[F:21])[C:3]1=[O:24].C1C([N+]([O-])=O)=CC=C([Cl-][C:35]([O-])=[O:36])C=1.C(N(CC)CC)C.OC(C(F)(F)F)=O.OC(C(F)(F)F)=O.[NH:59]1[CH2:64][CH2:63][CH:62]([N:65]2[CH2:70][C:69]3[CH:71]=[N:72][CH:73]=[CH:74][C:68]=3[NH:67][C:66]2=[O:75])[CH2:61][CH2:60]1. The catalyst is O1CCCC1. The product is [O:75]=[C:66]1[NH:67][C:68]2[CH:74]=[CH:73][N:72]=[CH:71][C:69]=2[CH2:70][N:65]1[CH:62]1[CH2:61][CH2:60][N:59]([C:35]([NH:1][C@@H:2]2[N:8]=[C:7]([C:9]3[CH:10]=[CH:11][CH:12]=[CH:13][CH:14]=3)[C:6]3[CH:15]=[CH:16][CH:17]=[CH:18][C:5]=3[N:4]([CH2:19][C:20]([F:21])([F:23])[F:22])[C:3]2=[O:24])=[O:36])[CH2:64][CH2:63]1. The yield is 0.240. (5) The reactants are Br[C:2]1[CH:11]=[CH:10][CH:9]=[C:8]([Cl:12])[C:3]=1[C:4]([O:6][CH3:7])=[O:5].[CH:13]1(B(O)O)[CH2:15][CH2:14]1.P(C1CCCCC1)(C1CCCCC1)C1CCCCC1.[O-]P([O-])([O-])=O.[K+].[K+].[K+]. The catalyst is C1(C)C=CC=CC=1.O.CC([O-])=O.CC([O-])=O.[Pd+2]. The product is [Cl:12][C:8]1[CH:9]=[CH:10][CH:11]=[C:2]([CH:13]2[CH2:15][CH2:14]2)[C:3]=1[C:4]([O:6][CH3:7])=[O:5]. The yield is 0.710. (6) The catalyst is ClC(Cl)C.CO. The yield is 0.314. The reactants are [NH2:1][C:2]1[CH:7]=[CH:6][C:5]([C:8]2[CH:13]=[CH:12][C:11]([C:14]([C@@H:16]3[CH2:20][CH2:19][CH2:18][C@H:17]3[C:21]([O:23]C)=[O:22])=[O:15])=[CH:10][CH:9]=2)=[CH:4][CH:3]=1.[F:25][C:26]1[CH:27]=[CH:28][C:29]2[O:33][C:32](S(C)(=O)=O)=[N:31][C:30]=2[CH:38]=1.[OH-].[Na+].Cl. The product is [F:25][C:26]1[CH:27]=[CH:28][C:29]2[O:33][C:32]([NH:1][C:2]3[CH:3]=[CH:4][C:5]([C:8]4[CH:13]=[CH:12][C:11]([C:14]([CH:16]5[CH2:20][CH2:19][CH2:18][CH:17]5[C:21]([OH:23])=[O:22])=[O:15])=[CH:10][CH:9]=4)=[CH:6][CH:7]=3)=[N:31][C:30]=2[CH:38]=1.